The task is: Predict the product of the given reaction.. This data is from Forward reaction prediction with 1.9M reactions from USPTO patents (1976-2016). (1) Given the reactants Cl[C:2]1[N:13]=[C:12]([Cl:14])[CH:11]=[CH:10][C:3]=1[C:4]([N:6]([O:8][CH3:9])[CH3:7])=[O:5].[OH-].[NH4+:16], predict the reaction product. The product is: [NH2:16][C:2]1[N:13]=[C:12]([Cl:14])[CH:11]=[CH:10][C:3]=1[C:4]([N:6]([O:8][CH3:9])[CH3:7])=[O:5]. (2) Given the reactants [NH:1]1[C:5]2=[N:6][CH:7]=[CH:8][CH:9]=[C:4]2[C:3]([CH:10]=[O:11])=[CH:2]1.[BH4-].[Na+], predict the reaction product. The product is: [NH:1]1[C:5]2=[N:6][CH:7]=[CH:8][CH:9]=[C:4]2[C:3]([CH2:10][OH:11])=[CH:2]1. (3) The product is: [CH3:1][O:2][C:3]1[CH:4]=[C:5]2[C:9](=[CH:10][CH:11]=1)[N:8]([CH2:38][CH:39]1[CH2:41][O:40]1)[CH:7]=[C:6]2[C:12]1[N:24]([S:25]([C:28]2[CH:34]=[CH:33][C:31]([CH3:32])=[CH:30][CH:29]=2)(=[O:27])=[O:26])[C:15]2=[N:16][CH:17]=[C:18]3[CH:22]=[N:21][N:20]([CH3:23])[C:19]3=[C:14]2[CH:13]=1. Given the reactants [CH3:1][O:2][C:3]1[CH:4]=[C:5]2[C:9](=[CH:10][CH:11]=1)[NH:8][CH:7]=[C:6]2[C:12]1[N:24]([S:25]([C:28]2[CH:34]=[CH:33][C:31]([CH3:32])=[CH:30][CH:29]=2)(=[O:27])=[O:26])[C:15]2=[N:16][CH:17]=[C:18]3[CH:22]=[N:21][N:20]([CH3:23])[C:19]3=[C:14]2[CH:13]=1.[H-].[Na+].Cl[CH2:38][CH:39]1[CH2:41][O:40]1, predict the reaction product. (4) Given the reactants Cl.[CH3:2][N:3]([CH3:10])[CH2:4][CH2:5][CH2:6][C:7](O)=[O:8].C[CH2:12][N:13](C(C)C)C(C)C.CN.CN(C(ON1N=NC2C=CC=NC1=2)=[N+](C)C)C.F[P-](F)(F)(F)(F)F, predict the reaction product. The product is: [CH3:2][N:3]([CH3:10])[CH2:4][CH2:5][CH2:6][C:7]([NH:13][CH3:12])=[O:8]. (5) Given the reactants Br[CH2:2][C:3]1[CH:12]=[CH:11][C:6]([C:7]([O:9][CH3:10])=[O:8])=[CH:5][C:4]=1[F:13].[F:14][C:15]1[CH:16]=[C:17](B(O)O)[CH:18]=[CH:19][CH:20]=1.C(=O)([O-])[O-].[Na+].[Na+], predict the reaction product. The product is: [F:13][C:4]1[CH:5]=[C:6]([CH:11]=[CH:12][C:3]=1[CH2:2][C:19]1[CH:18]=[CH:17][CH:16]=[C:15]([F:14])[CH:20]=1)[C:7]([O:9][CH3:10])=[O:8]. (6) Given the reactants [NH2:1][C:2]1[C:3]([NH:10][C:11]2[CH:16]=[CH:15][C:14]([I:17])=[CH:13][C:12]=2[F:18])=[CH:4][C:5](=[O:9])[N:6]([CH3:8])[CH:7]=1.[CH:19]1([S:22](Cl)(=[O:24])=[O:23])[CH2:21][CH2:20]1.Cl, predict the reaction product. The product is: [F:18][C:12]1[CH:13]=[C:14]([I:17])[CH:15]=[CH:16][C:11]=1[NH:10][C:3]1[C:2]([NH:1][S:22]([CH:19]2[CH2:21][CH2:20]2)(=[O:24])=[O:23])=[CH:7][N:6]([CH3:8])[C:5](=[O:9])[CH:4]=1. (7) Given the reactants [F:1][C:2]1[C:7]([F:8])=[CH:6][CH:5]=[CH:4][C:3]=1[C:9]1([OH:14])[CH2:13][CH2:12][NH:11][CH2:10]1.[CH2:15]=O, predict the reaction product. The product is: [F:1][C:2]1[C:7]([F:8])=[CH:6][CH:5]=[CH:4][C:3]=1[C:9]1([OH:14])[CH2:13][CH2:12][N:11]([CH3:15])[CH2:10]1. (8) Given the reactants [NH2:1][N:2]1[N:11]=[C:10]([C:12]2[CH:17]=[CH:16][CH:15]=[CH:14][N:13]=2)[C:9]2[C:4](=[CH:5][CH:6]=[CH:7][CH:8]=2)[C:3]1=[O:18].[F:19][C:20]1[CH:21]=[C:22]([CH2:27][C:28](O)=[O:29])[CH:23]=[C:24]([F:26])[CH:25]=1, predict the reaction product. The product is: [F:19][C:20]1[CH:21]=[C:22]([CH2:27][C:28]([NH:1][N:2]2[N:11]=[C:10]([C:12]3[CH:17]=[CH:16][CH:15]=[CH:14][N:13]=3)[C:9]3[C:4](=[CH:5][CH:6]=[CH:7][CH:8]=3)[C:3]2=[O:18])=[O:29])[CH:23]=[C:24]([F:26])[CH:25]=1. (9) Given the reactants [CH2:1]([N:3]1[CH2:8][CH:7]([C:9]2[CH:14]=[CH:13][CH:12]=[CH:11][CH:10]=2)[O:6][C:5](=[O:15])[CH2:4]1)[CH3:2].C[Si]([N-][Si](C)(C)C)(C)C.[Li+].O1CCCC1.C(C1C=CC=CC=1)C.Br[CH2:40][C:41]([O:43][CH3:44])=[O:42], predict the reaction product. The product is: [CH2:1]([N:3]1[CH2:8][CH:7]([C:9]2[CH:10]=[CH:11][CH:12]=[CH:13][CH:14]=2)[O:6][C:5](=[O:15])[CH:4]1[CH2:40][C:41]([O:43][CH3:44])=[O:42])[CH3:2]. (10) Given the reactants [NH2:1][C:2]1[S:6][C:5]2[CH2:7][CH2:8][CH2:9][CH2:10][C:4]=2[C:3]=1[C:11]([CH2:13][C:14]1[CH:19]=[CH:18][CH:17]=[C:16]([O:20][CH3:21])[CH:15]=1)=O.[C:22]([O:29][CH3:30])(=[O:28])[CH2:23][CH2:24][C:25]([CH3:27])=O.Cl[Si](C)(C)C, predict the reaction product. The product is: [CH3:30][O:29][C:22](=[O:28])[CH2:23][C:24]1[C:11]([CH2:13][C:14]2[CH:19]=[CH:18][CH:17]=[C:16]([O:20][CH3:21])[CH:15]=2)=[C:3]2[C:4]3[CH2:10][CH2:9][CH2:8][CH2:7][C:5]=3[S:6][C:2]2=[N:1][C:25]=1[CH3:27].